This data is from Reaction yield outcomes from USPTO patents with 853,638 reactions. The task is: Predict the reaction yield, written as a fraction of the theoretical maximum amount of product (1.0 means a 100% yield; for example, 0.34 means a 34% yield). (1) The reactants are CS(O[CH2:6][CH2:7][C:8]1[CH:9]=[N:10][N:11]([C:13]2[CH:18]=[C:17]([C:19]#[N:20])[CH:16]=[CH:15][N:14]=2)[CH:12]=1)(=O)=O.[F:21][C:22]1[CH:30]=[CH:29][C:25]([CH2:26][NH:27][CH3:28])=[CH:24][CH:23]=1.C([O-])([O-])=O.[K+].[K+]. The catalyst is C(#N)C. The product is [F:21][C:22]1[CH:30]=[CH:29][C:25]([CH2:26][N:27]([CH3:28])[CH2:6][CH2:7][C:8]2[CH:9]=[N:10][N:11]([C:13]3[CH:18]=[C:17]([C:19]#[N:20])[CH:16]=[CH:15][N:14]=3)[CH:12]=2)=[CH:24][CH:23]=1. The yield is 0.500. (2) The reactants are [CH3:1][N:2]1[CH2:7][CH2:6][N:5]([C:8]2[CH:15]=[CH:14][CH:13]=[CH:12][C:9]=2[CH:10]=[O:11])[CH2:4][CH2:3]1.C([Cl:19])(=O)C. The catalyst is C(O)(C)C. The product is [ClH:19].[CH3:1][N:2]1[CH2:7][CH2:6][N:5]([C:8]2[CH:15]=[CH:14][CH:13]=[CH:12][C:9]=2[CH:10]=[O:11])[CH2:4][CH2:3]1. The yield is 0.830. (3) The reactants are Br[CH2:2][C:3]([C:5]1[C:10]([CH3:11])=[CH:9][C:8]([S:12][C:13]2[CH:18]=[CH:17][CH:16]=[CH:15][CH:14]=2)=[CH:7][C:6]=1[CH3:19])=O.[NH2:20][C:21]([NH2:23])=[S:22]. The catalyst is CCO. The product is [CH3:19][C:6]1[CH:7]=[C:8]([S:12][C:13]2[CH:18]=[CH:17][CH:16]=[CH:15][CH:14]=2)[CH:9]=[C:10]([CH3:11])[C:5]=1[C:3]1[N:20]=[C:21]([NH2:23])[S:22][CH:2]=1. The yield is 0.880. (4) The reactants are Br[C:2]1[N:7]2[CH:8]=[N:9][N:10]=[C:6]2[C:5]([O:11][CH3:12])=[N:4][CH:3]=1.[S:13]1[CH:17]=[CH:16][CH:15]=[C:14]1B(O)O.C([O-])([O-])=O.[Cs+].[Cs+].O1CCOCC1. The catalyst is C1C=CC([P]([Pd]([P](C2C=CC=CC=2)(C2C=CC=CC=2)C2C=CC=CC=2)([P](C2C=CC=CC=2)(C2C=CC=CC=2)C2C=CC=CC=2)[P](C2C=CC=CC=2)(C2C=CC=CC=2)C2C=CC=CC=2)(C2C=CC=CC=2)C2C=CC=CC=2)=CC=1.O. The product is [CH3:12][O:11][C:5]1[C:6]2[N:7]([CH:8]=[N:9][N:10]=2)[C:2]([C:14]2[S:13][CH:17]=[CH:16][CH:15]=2)=[CH:3][N:4]=1. The yield is 0.990. (5) The reactants are C(OC(=O)[NH:10][CH:11]1[CH2:16][CH2:15][CH:14]([OH:17])[C:13]([CH3:19])([CH3:18])[CH2:12]1)C1C=CC=CC=1.C(Cl)Cl. The catalyst is [Pd].CO. The product is [NH2:10][CH:11]1[CH2:16][CH2:15][CH:14]([OH:17])[C:13]([CH3:19])([CH3:18])[CH2:12]1. The yield is 0.950. (6) The reactants are Br[CH2:2][C:3]1[CH:8]=[CH:7][C:6]([C:9]#[N:10])=[CH:5][CH:4]=1.[C:11]1([C:17]2[CH:22]=[CH:21][C:20]([OH:23])=[CH:19][CH:18]=2)[CH:16]=[CH:15][CH:14]=[CH:13][CH:12]=1.C(=O)([O-])[O-].[K+].[K+].O. The catalyst is CN(C)C=O. The product is [C:17]1([C:11]2[CH:16]=[CH:15][CH:14]=[CH:13][CH:12]=2)[CH:18]=[CH:19][C:20]([O:23][CH2:2][C:3]2[CH:8]=[CH:7][C:6]([C:9]#[N:10])=[CH:5][CH:4]=2)=[CH:21][CH:22]=1. The yield is 0.970. (7) The reactants are [C:1]([CH2:3][CH:4]1[CH2:11][N:10]2[C:12]3[CH:13]=[C:14]([C:25]([O:27][CH3:28])=[O:26])[CH:15]=[CH:16][C:17]=3[C:18]([CH:19]3[CH2:24][CH2:23][CH2:22][CH2:21][CH2:20]3)=[C:9]2[C:8]2[CH:29]=[CH:30][CH:31]=[CH:32][C:7]=2[O:6][CH2:5]1)#[N:2]. The catalyst is CO.[Pt](=O)=O. The product is [NH2:2][CH2:1][CH2:3][CH:4]1[CH2:11][N:10]2[C:12]3[CH:13]=[C:14]([C:25]([O:27][CH3:28])=[O:26])[CH:15]=[CH:16][C:17]=3[C:18]([CH:19]3[CH2:20][CH2:21][CH2:22][CH2:23][CH2:24]3)=[C:9]2[C:8]2[CH:29]=[CH:30][CH:31]=[CH:32][C:7]=2[O:6][CH2:5]1. The yield is 0.120.